The task is: Predict the reaction yield, written as a fraction of the theoretical maximum amount of product (1.0 means a 100% yield; for example, 0.34 means a 34% yield).. This data is from Reaction yield outcomes from USPTO patents with 853,638 reactions. (1) The reactants are [O:1]1[CH:5]=[CH:4][CH2:3][CH:2]1[C:6]1[CH:7]=[C:8]([CH:11]=[CH:12][CH:13]=1)[CH:9]=[O:10].N1C(C)=CC=CC=1C.[H][H]. The catalyst is [Pd].C1COCC1. The product is [O:1]1[CH2:5][CH2:4][CH2:3][CH:2]1[C:6]1[CH:7]=[C:8]([CH2:9][OH:10])[CH:11]=[CH:12][CH:13]=1. The yield is 0.700. (2) The reactants are [OH:1][CH:2]([CH2:6][CH2:7][S:8][CH3:9])[C:3]([OH:5])=[O:4].[CH2:10]([OH:24])[CH2:11][CH2:12][CH2:13][CH2:14][CH2:15][CH2:16][CH2:17][CH2:18][CH2:19][CH2:20][CH2:21][CH2:22][CH3:23].C1(C)C=C[C:28]([S:31](O)(=O)=O)=CC=1.[OH2:36].[C:37]1(C)C=C[CH:40]=[CH:39][CH:38]=1. The catalyst is C(OCC)(=O)C. The product is [OH:1][CH:2]([CH2:6][CH2:7][S:8][CH3:9])[C:3]([O:5][CH:38]([CH2:39][CH2:40][S:31][CH3:28])[C:37](=[O:36])[O:24][CH2:10][CH2:11][CH2:12][CH2:13][CH2:14][CH2:15][CH2:16][CH2:17][CH2:18][CH2:19][CH2:20][CH2:21][CH2:22][CH3:23])=[O:4]. The yield is 0.240. (3) The reactants are [N:1]1[CH:6]=[CH:5][C:4]([C:7]2[CH:11]=[C:10]([C:12]([O:14]C)=O)[NH:9][N:8]=2)=[CH:3][CH:2]=1.[OH-].[NH4+:17]. The catalyst is C(#N)C.C(Cl)Cl. The product is [N:1]1[CH:2]=[CH:3][C:4]([C:7]2[CH:11]=[C:10]([C:12]([NH2:17])=[O:14])[NH:9][N:8]=2)=[CH:5][CH:6]=1. The yield is 0.640. (4) The reactants are [CH3:1][C:2]1([CH3:19])[CH2:18][N:6]2[C:7](=[O:17])[CH:8]=[C:9]([N:11]3[CH2:16][CH2:15][O:14][CH2:13][CH2:12]3)[N:10]=[C:5]2[NH:4][CH2:3]1.[H-].[Na+].CS(O[CH2:27][CH2:28][O:29][CH:30]([CH3:32])[CH3:31])(=O)=O. The catalyst is CN(C=O)C. The product is [CH:30]([O:29][CH2:28][CH2:27][N:4]1[C:5]2=[N:10][C:9]([N:11]3[CH2:16][CH2:15][O:14][CH2:13][CH2:12]3)=[CH:8][C:7](=[O:17])[N:6]2[CH2:18][C:2]([CH3:19])([CH3:1])[CH2:3]1)([CH3:32])[CH3:31]. The yield is 0.350. (5) The reactants are [CH2:1]([C:4]1([C:28]([O:30]C)=[O:29])[NH:9][C:8](=[O:10])[C:7]2[S:11][C:12]([N:14]3[CH2:19][CH2:18][O:17][CH2:16][CH2:15]3)=[CH:13][C:6]=2[CH:5]1[C:20]1[CH:25]=[CH:24][C:23]([Cl:26])=[C:22]([Cl:27])[CH:21]=1)[CH:2]=[CH2:3].[OH-].[Na+].O. The catalyst is CO.O1CCCC1. The product is [CH2:1]([C:4]1([C:28]([OH:30])=[O:29])[NH:9][C:8](=[O:10])[C:7]2[S:11][C:12]([N:14]3[CH2:19][CH2:18][O:17][CH2:16][CH2:15]3)=[CH:13][C:6]=2[CH:5]1[C:20]1[CH:25]=[CH:24][C:23]([Cl:26])=[C:22]([Cl:27])[CH:21]=1)[CH:2]=[CH2:3]. The yield is 0.230. (6) The reactants are [CH2:1]([P:10](=[O:17])([O:14][CH2:15][CH3:16])[O:11][CH2:12][CH3:13])P(=O)(OCC)OCC.[H-].[Na+].[CH:20]([C:22]1[C:23]([NH:33][C:34](=[O:56])[C:35]2[CH:40]=[CH:39][C:38]([O:41][CH2:42][C:43]3[N:44]=[C:45]([C:49]4[O:50][CH:51]=[CH:52][CH:53]=4)[O:46][C:47]=3[CH3:48])=[C:37]([O:54][CH3:55])[CH:36]=2)=[N:24][N:25]([C:27]2[CH:32]=[CH:31][CH:30]=[CH:29][CH:28]=2)[CH:26]=1)=O.O. The catalyst is CN(C)C=O. The product is [O:50]1[CH:51]=[CH:52][CH:53]=[C:49]1[C:45]1[O:46][C:47]([CH3:48])=[C:43]([CH2:42][O:41][C:38]2[CH:39]=[CH:40][C:35]([C:34]([NH:33][C:23]3[C:22](/[CH:20]=[CH:1]/[P:10](=[O:17])([O:11][CH2:12][CH3:13])[O:14][CH2:15][CH3:16])=[CH:26][N:25]([C:27]4[CH:28]=[CH:29][CH:30]=[CH:31][CH:32]=4)[N:24]=3)=[O:56])=[CH:36][C:37]=2[O:54][CH3:55])[N:44]=1. The yield is 0.750. (7) The reactants are [CH3:1][C:2]12[C:14]3[C:6](=[CH:7][C:8]([NH2:15])=[CH:9][C:10]=3[CH2:11][CH2:12][CH2:13]1)[CH2:5][CH2:4][CH2:3]2.I[C:17]1[CH:27]=[CH:26][C:20]([C:21]([O:23][CH2:24][CH3:25])=[O:22])=[CH:19][CH:18]=1.C(=O)([O-])[O-].[Cs+].[Cs+]. The catalyst is C1(C)C=CC=CC=1.C1C=CC(/C=C/C(/C=C/C2C=CC=CC=2)=O)=CC=1.C1C=CC(/C=C/C(/C=C/C2C=CC=CC=2)=O)=CC=1.C1C=CC(/C=C/C(/C=C/C2C=CC=CC=2)=O)=CC=1.[Pd].[Pd].C1(P(C2C=CC=CC=2)C2C=CC3C(=CC=CC=3)C=2C2C3C(=CC=CC=3)C=CC=2P(C2C=CC=CC=2)C2C=CC=CC=2)C=CC=CC=1. The product is [CH3:1][C:2]12[C:14]3[C:6](=[CH:7][C:8]([NH:15][C:17]4[CH:27]=[CH:26][C:20]([C:21]([O:23][CH2:24][CH3:25])=[O:22])=[CH:19][CH:18]=4)=[CH:9][C:10]=3[CH2:11][CH2:12][CH2:13]1)[CH2:5][CH2:4][CH2:3]2. The yield is 0.520. (8) The reactants are FC(F)(F)S(OS(C(F)(F)F)(=O)=O)(=O)=O.[Si:16]([O:23][CH2:24][C:25]1([CH2:39][O:40][Si:41]([C:44]([CH3:47])([CH3:46])[CH3:45])([CH3:43])[CH3:42])[O:30][C:29]2[CH:31]=[CH:32][C:33]([N+:35]([O-:37])=[O:36])=[CH:34][C:28]=2[NH:27][C:26]1=O)([C:19]([CH3:22])([CH3:21])[CH3:20])([CH3:18])[CH3:17].[N-:48]=[N+:49]=[N-:50].[Na+]. The catalyst is CC#N. The product is [Si:41]([O:40][CH2:39][C:25]1([CH2:24][O:23][Si:16]([C:19]([CH3:20])([CH3:21])[CH3:22])([CH3:17])[CH3:18])[O:30][C:29]2[CH:31]=[CH:32][C:33]([N+:35]([O-:37])=[O:36])=[CH:34][C:28]=2[N:27]2[N:48]=[N:49][N:50]=[C:26]12)([C:44]([CH3:45])([CH3:46])[CH3:47])([CH3:43])[CH3:42]. The yield is 0.490. (9) The reactants are [Br:1][C:2]1[CH:11]=[CH:10][C:9]2[C:4](=[CH:5][CH:6]=[C:7]([O:12][CH2:13][CH2:14]Br)[CH:8]=2)[CH:3]=1.[NH:16]1[CH2:20][CH2:19][CH2:18][CH2:17]1. No catalyst specified. The product is [Br:1][C:2]1[CH:3]=[C:4]2[C:9](=[CH:10][CH:11]=1)[CH:8]=[C:7]([O:12][CH2:13][CH2:14][N:16]1[CH2:20][CH2:19][CH2:18][CH2:17]1)[CH:6]=[CH:5]2. The yield is 0.980.